This data is from Merck oncology drug combination screen with 23,052 pairs across 39 cell lines. The task is: Regression. Given two drug SMILES strings and cell line genomic features, predict the synergy score measuring deviation from expected non-interaction effect. (1) Drug 1: CN1C(=O)C=CC2(C)C3CCC4(C)C(NC(=O)OCC(F)(F)F)CCC4C3CCC12. Synergy scores: synergy=3.08. Cell line: OVCAR3. Drug 2: COc1cc(C2c3cc4c(cc3C(OC3OC5COC(C)OC5C(O)C3O)C3COC(=O)C23)OCO4)cc(OC)c1O. (2) Drug 1: Cn1nnc2c(C(N)=O)ncn2c1=O. Drug 2: NC1(c2ccc(-c3nc4ccn5c(=O)[nH]nc5c4cc3-c3ccccc3)cc2)CCC1. Cell line: COLO320DM. Synergy scores: synergy=23.9.